Regression. Given two drug SMILES strings and cell line genomic features, predict the synergy score measuring deviation from expected non-interaction effect. From a dataset of NCI-60 drug combinations with 297,098 pairs across 59 cell lines. (1) Drug 1: C1C(C(OC1N2C=C(C(=O)NC2=O)F)CO)O. Drug 2: C1=CN(C=N1)CC(O)(P(=O)(O)O)P(=O)(O)O. Cell line: OVCAR3. Synergy scores: CSS=10.7, Synergy_ZIP=-1.56, Synergy_Bliss=2.63, Synergy_Loewe=-4.54, Synergy_HSA=-3.01. (2) Drug 1: C1=CN(C(=O)N=C1N)C2C(C(C(O2)CO)O)O.Cl. Drug 2: CC(C)CN1C=NC2=C1C3=CC=CC=C3N=C2N. Cell line: MDA-MB-435. Synergy scores: CSS=11.4, Synergy_ZIP=-3.92, Synergy_Bliss=2.10, Synergy_Loewe=-1.24, Synergy_HSA=0.619.